Dataset: Reaction yield outcomes from USPTO patents with 853,638 reactions. Task: Predict the reaction yield, written as a fraction of the theoretical maximum amount of product (1.0 means a 100% yield; for example, 0.34 means a 34% yield). (1) The reactants are CCN(C(C)C)C(C)C.[CH2:10]([O:17][C:18]1[CH:26]=[CH:25][C:21]([C:22]([OH:24])=O)=[CH:20][CH:19]=1)[C:11]1[CH:16]=[CH:15][CH:14]=[CH:13][CH:12]=1.C1C=CC2N(O)N=NC=2C=1.CCN=C=NCCCN(C)C.[CH3:48][O:49][C:50](=[O:55])[C:51]([NH2:54])([CH3:53])[CH3:52]. The catalyst is CN(C=O)C.O. The product is [CH3:48][O:49][C:50](=[O:55])[C:51]([NH:54][C:22](=[O:24])[C:21]1[CH:20]=[CH:19][C:18]([O:17][CH2:10][C:11]2[CH:12]=[CH:13][CH:14]=[CH:15][CH:16]=2)=[CH:26][CH:25]=1)([CH3:53])[CH3:52]. The yield is 0.700. (2) The reactants are Br[C:2]1[CH:3]=[C:4]([CH:8]=[CH:9][CH:10]=1)[N:5]([CH3:7])[CH3:6].[CH3:11][N:12]([CH3:20])[C:13]1[CH:18]=[CH:17][CH:16]=[C:15]([NH2:19])[CH:14]=1. The catalyst is C1C=CC(/C=C/C(/C=C/C2C=CC=CC=2)=O)=CC=1.C1C=CC(/C=C/C(/C=C/C2C=CC=CC=2)=O)=CC=1.[Pd].C1C=CC(P(C2C=CC=CC=2)[C-]2C=CC=C2)=CC=1.C1C=CC(P(C2C=CC=CC=2)[C-]2C=CC=C2)=CC=1.[Fe+2].C1(C)C=CC=CC=1. The product is [CH3:6][N:5]([CH3:7])[C:4]1[CH:3]=[C:2]([NH:19][C:15]2[CH:16]=[CH:17][CH:18]=[C:13]([N:12]([CH3:20])[CH3:11])[CH:14]=2)[CH:10]=[CH:9][CH:8]=1. The yield is 0.750. (3) The reactants are Br[C:2]1[CH:23]=[CH:22][C:5]2[C:6]3[C:10]([CH2:11][CH2:12][O:13][C:4]=2[CH:3]=1)=[CH:9][N:8]([C:14]1[N:15]([CH:19]([CH3:21])[CH3:20])[N:16]=[CH:17][N:18]=1)[N:7]=3.[O:24]1[CH2:29][CH2:28][CH2:27][CH2:26][CH:25]1[O:30][CH2:31][CH2:32][N:33]1[CH:37]=[C:36](B2OC(C)(C)C(C)(C)O2)[CH:35]=[N:34]1.C(=O)([O-])[O-].[Cs+].[Cs+]. The catalyst is C1C=CC(P(C2C=CC=CC=2)[C-]2C=CC=C2)=CC=1.C1C=CC(P(C2C=CC=CC=2)[C-]2C=CC=C2)=CC=1.Cl[Pd]Cl.[Fe+2].ClCCl. The product is [CH:19]([N:15]1[C:14]([N:8]2[N:7]=[C:6]3[C:10]([CH2:11][CH2:12][O:13][C:4]4[CH:3]=[C:2]([C:36]5[CH:35]=[N:34][N:33]([CH2:32][CH2:31][O:30][CH:25]6[CH2:26][CH2:27][CH2:28][CH2:29][O:24]6)[CH:37]=5)[CH:23]=[CH:22][C:5]=43)=[CH:9]2)=[N:18][CH:17]=[N:16]1)([CH3:21])[CH3:20]. The yield is 0.640. (4) The reactants are [Br:1][C:2]1[CH:3]=[C:4]2[C:8](=[C:9]([N+:11]([O-])=O)[CH:10]=1)[NH:7][C:6]([C:14]1[S:15][CH:16]([CH2:19][N:20]3[CH2:25][CH2:24][O:23][CH2:22][CH2:21]3)[CH2:17][N:18]=1)=[CH:5]2.[Cl-].[Ca+2].[Cl-].C(O)C.O1CCCC1. The catalyst is [Fe].O. The product is [Br:1][C:2]1[CH:3]=[C:4]2[C:8](=[C:9]([NH2:11])[CH:10]=1)[NH:7][C:6]([C:14]1[S:15][CH:16]([CH2:19][N:20]3[CH2:21][CH2:22][O:23][CH2:24][CH2:25]3)[CH2:17][N:18]=1)=[CH:5]2. The yield is 0.220. (5) The reactants are [Br:1][C:2]1[CH:7]=[C:6]([F:8])[CH:5]=[CH:4][C:3]=1[CH:9]1[C:14]([C:15]([O:17][CH2:18][CH3:19])=[O:16])=[C:13]([CH2:20]Br)[NH:12][C:11]([C:22]2[S:23][C:24]([CH3:27])=[N:25][N:26]=2)=[N:10]1.[NH:28]1[CH2:33][CH2:32][O:31][CH2:30][CH:29]1[C:34]([OH:36])=[O:35]. No catalyst specified. The product is [Br:1][C:2]1[CH:7]=[C:6]([F:8])[CH:5]=[CH:4][C:3]=1[CH:9]1[N:10]=[C:11]([C:22]2[S:23][C:24]([CH3:27])=[N:25][N:26]=2)[NH:12][C:13]([CH2:20][N:28]2[CH2:33][CH2:32][O:31][CH2:30][CH:29]2[C:34]([OH:36])=[O:35])=[C:14]1[C:15]([O:17][CH2:18][CH3:19])=[O:16]. The yield is 0.550.